This data is from CYP2C9 inhibition data for predicting drug metabolism from PubChem BioAssay. The task is: Regression/Classification. Given a drug SMILES string, predict its absorption, distribution, metabolism, or excretion properties. Task type varies by dataset: regression for continuous measurements (e.g., permeability, clearance, half-life) or binary classification for categorical outcomes (e.g., BBB penetration, CYP inhibition). Dataset: cyp2c9_veith. (1) The drug is COc1cc2ccccc2cc1C(=O)Nc1ccc(S(=O)(=O)Nc2cc(C)on2)cc1. The result is 1 (inhibitor). (2) The molecule is O=C(NCCNc1ccc([N+](=O)[O-])cc1)c1ccccc1Br. The result is 1 (inhibitor). (3) The drug is CCOc1ccc(CC(=O)C2C(=O)CCCC2=O)cc1OCC. The result is 1 (inhibitor). (4) The drug is C[C@@](Cc1ccccc1)(NC(=O)CN)c1ccccc1. The result is 0 (non-inhibitor). (5) The compound is C[N+]1([O-])[C@H]2CC[C@@H]1CC(OC(=O)[C@@H](CO)c1ccccc1)C2. The result is 0 (non-inhibitor).